From a dataset of NCI-60 drug combinations with 297,098 pairs across 59 cell lines. Regression. Given two drug SMILES strings and cell line genomic features, predict the synergy score measuring deviation from expected non-interaction effect. (1) Drug 1: CCC1=CC2CC(C3=C(CN(C2)C1)C4=CC=CC=C4N3)(C5=C(C=C6C(=C5)C78CCN9C7C(C=CC9)(C(C(C8N6C)(C(=O)OC)O)OC(=O)C)CC)OC)C(=O)OC.C(C(C(=O)O)O)(C(=O)O)O. Drug 2: CC1C(C(CC(O1)OC2CC(CC3=C2C(=C4C(=C3O)C(=O)C5=CC=CC=C5C4=O)O)(C(=O)C)O)N)O. Cell line: SNB-75. Synergy scores: CSS=46.1, Synergy_ZIP=4.75, Synergy_Bliss=6.90, Synergy_Loewe=-2.42, Synergy_HSA=7.68. (2) Drug 2: C1=NNC2=C1C(=O)NC=N2. Cell line: SR. Drug 1: CS(=O)(=O)CCNCC1=CC=C(O1)C2=CC3=C(C=C2)N=CN=C3NC4=CC(=C(C=C4)OCC5=CC(=CC=C5)F)Cl. Synergy scores: CSS=3.76, Synergy_ZIP=0.323, Synergy_Bliss=2.62, Synergy_Loewe=-3.36, Synergy_HSA=0.205.